Task: Predict the reactants needed to synthesize the given product.. Dataset: Full USPTO retrosynthesis dataset with 1.9M reactions from patents (1976-2016) The reactants are: [NH2:1][C:2]1[CH:3]=[C:4]([C:8]2[NH:13][C:12](=[O:14])[C:11]3=[C:15]([CH2:23][CH3:24])[N:16]=[C:17]([CH:18]4[CH2:22][CH2:21][CH2:20][CH2:19]4)[N:10]3[N:9]=2)[CH:5]=[CH:6][CH:7]=1.[CH:25](=O)[C:26]1[CH:31]=[CH:30][CH:29]=[CH:28][CH:27]=1. Given the product [CH2:25]([NH:1][C:2]1[CH:3]=[C:4]([C:8]2[NH:13][C:12](=[O:14])[C:11]3=[C:15]([CH2:23][CH3:24])[N:16]=[C:17]([CH:18]4[CH2:22][CH2:21][CH2:20][CH2:19]4)[N:10]3[N:9]=2)[CH:5]=[CH:6][CH:7]=1)[C:26]1[CH:31]=[CH:30][CH:29]=[CH:28][CH:27]=1, predict the reactants needed to synthesize it.